Dataset: NCI-60 drug combinations with 297,098 pairs across 59 cell lines. Task: Regression. Given two drug SMILES strings and cell line genomic features, predict the synergy score measuring deviation from expected non-interaction effect. (1) Drug 1: CN(C)C1=NC(=NC(=N1)N(C)C)N(C)C. Drug 2: CCN(CC)CCNC(=O)C1=C(NC(=C1C)C=C2C3=C(C=CC(=C3)F)NC2=O)C. Cell line: A498. Synergy scores: CSS=-2.02, Synergy_ZIP=2.11, Synergy_Bliss=3.53, Synergy_Loewe=-3.34, Synergy_HSA=-1.57. (2) Drug 1: C1=C(C(=O)NC(=O)N1)N(CCCl)CCCl. Drug 2: CC1=C2C(C(=O)C3(C(CC4C(C3C(C(C2(C)C)(CC1OC(=O)C(C(C5=CC=CC=C5)NC(=O)OC(C)(C)C)O)O)OC(=O)C6=CC=CC=C6)(CO4)OC(=O)C)O)C)O. Cell line: HCC-2998. Synergy scores: CSS=21.4, Synergy_ZIP=-3.64, Synergy_Bliss=-4.23, Synergy_Loewe=-22.8, Synergy_HSA=-2.82. (3) Drug 1: C1CN1C2=NC(=NC(=N2)N3CC3)N4CC4. Drug 2: CC1C(C(CC(O1)OC2CC(CC3=C2C(=C4C(=C3O)C(=O)C5=C(C4=O)C(=CC=C5)OC)O)(C(=O)CO)O)N)O.Cl. Cell line: U251. Synergy scores: CSS=55.2, Synergy_ZIP=1.03, Synergy_Bliss=0.584, Synergy_Loewe=2.38, Synergy_HSA=3.58.